This data is from Full USPTO retrosynthesis dataset with 1.9M reactions from patents (1976-2016). The task is: Predict the reactants needed to synthesize the given product. (1) Given the product [F:1][C:2]1[CH:15]=[CH:14][CH:13]=[C:12]([F:16])[C:3]=1[C:4]([NH:6][C:7]1[CH:11]=[CH:10][N:9]([CH2:42][C:39]2[CH:40]=[CH:41][C:36]([O:35][C:32]3[CH:33]=[CH:34][CH:29]=[CH:30][CH:31]=3)=[CH:37][C:38]=2[C:44]([F:45])([F:46])[F:47])[N:8]=1)=[O:5], predict the reactants needed to synthesize it. The reactants are: [F:1][C:2]1[CH:15]=[CH:14][CH:13]=[C:12]([F:16])[C:3]=1[C:4]([NH:6][C:7]1[CH:11]=[CH:10][NH:9][N:8]=1)=[O:5].C[Si]([N-][Si](C)(C)C)(C)C.[Li+].BrC[C:29]1[CH:34]=[CH:33][C:32]([O:35][C:36]2[CH:41]=[CH:40][C:39]([CH2:42]Br)=[C:38]([C:44]([F:47])([F:46])[F:45])[CH:37]=2)=[CH:31][C:30]=1C(F)(F)F. (2) Given the product [CH3:4][C:2]([C:5]1[N:6]=[C:7]([C:10]([O:12][CH2:13][CH3:14])=[O:11])[N:8]([CH2:16][CH3:17])[N:9]=1)([CH3:1])[CH3:3], predict the reactants needed to synthesize it. The reactants are: [CH3:1][C:2]([C:5]1[NH:9][N:8]=[C:7]([C:10]([O:12][CH2:13][CH3:14])=[O:11])[N:6]=1)([CH3:4])[CH3:3].I[CH2:16][CH3:17].C(=O)([O-])[O-].[K+].[K+]. (3) Given the product [CH:5]1[CH:6]=[CH:7][C:2]([OH:1])=[C:3]([C:8]2[N:12]=[C:11]([C:13]3[CH:18]=[CH:17][CH:16]=[CH:15][C:14]=3[OH:19])[N:10]([C:20]3[CH:28]=[CH:27][C:23]([C:24]([OH:26])=[O:25])=[CH:22][CH:21]=3)[N:9]=2)[CH:4]=1.[CH3:29][NH:30][CH3:31], predict the reactants needed to synthesize it. The reactants are: [OH:1][C:2]1[CH:7]=[CH:6][CH:5]=[CH:4][C:3]=1[C:8]1[N:12]=[C:11]([C:13]2[CH:18]=[CH:17][CH:16]=[CH:15][C:14]=2[OH:19])[N:10]([C:20]2[CH:28]=[CH:27][C:23]([C:24]([OH:26])=[O:25])=[CH:22][CH:21]=2)[N:9]=1.[CH3:29][NH:30][CH3:31]. (4) Given the product [CH3:40][C:20]1[CH:25]=[CH:24][C:23]([S:26]([O:18][CH2:17][CH2:16][N:14]([C:12]2[CH:11]=[CH:10][C:8]3[CH:9]=[C:4]([C:1](=[O:3])[CH3:2])[C:5](=[O:19])[O:6][C:7]=3[CH:13]=2)[CH3:15])(=[O:28])=[O:27])=[CH:22][CH:21]=1, predict the reactants needed to synthesize it. The reactants are: [C:1]([C:4]1[C:5](=[O:19])[O:6][C:7]2[CH:13]=[C:12]([N:14]([CH2:16][CH2:17][OH:18])[CH3:15])[CH:11]=[CH:10][C:8]=2[CH:9]=1)(=[O:3])[CH3:2].[C:20]1([CH3:40])[CH:25]=[CH:24][C:23]([S:26](O[S:26]([C:23]2[CH:24]=[CH:25][C:20]([CH3:40])=[CH:21][CH:22]=2)(=[O:28])=[O:27])(=[O:28])=[O:27])=[CH:22][CH:21]=1.